Task: Predict the product of the given reaction.. Dataset: Forward reaction prediction with 1.9M reactions from USPTO patents (1976-2016) (1) Given the reactants [O:1]1[C:5]([CH2:6][C:7]([OH:9])=O)=[CH:4][N:3]=[CH:2]1.[CH:10]1([O:14][C:15]2[CH:16]=[C:17]([N:23]3[CH2:28][CH2:27][NH:26][C@@H:25]([CH2:29][CH:30]([CH3:32])[CH3:31])[CH2:24]3)[CH:18]=[CH:19][C:20]=2[O:21][CH3:22])[CH2:13][CH2:12][CH2:11]1, predict the reaction product. The product is: [CH:10]1([O:14][C:15]2[CH:16]=[C:17]([N:23]3[CH2:28][CH2:27][N:26]([C:7](=[O:9])[CH2:6][C:5]4[O:1][CH:2]=[N:3][CH:4]=4)[C@@H:25]([CH2:29][CH:30]([CH3:32])[CH3:31])[CH2:24]3)[CH:18]=[CH:19][C:20]=2[O:21][CH3:22])[CH2:11][CH2:12][CH2:13]1. (2) Given the reactants [N+:1]([C:4]1[CH:27]=[CH:26][C:7]([CH2:8][C:9]([CH2:16][C:17]2[CH:22]=[CH:21][C:20]([N+:23]([O-:25])=[O:24])=[CH:19][CH:18]=2)([C:13](O)=[O:14])[C:10](O)=[O:11])=[CH:6][CH:5]=1)([O-:3])=[O:2].O, predict the reaction product. The product is: [N+:1]([C:4]1[CH:5]=[CH:6][C:7]([CH2:8][C:9]([CH2:16][C:17]2[CH:22]=[CH:21][C:20]([N+:23]([O-:25])=[O:24])=[CH:19][CH:18]=2)([CH2:10][OH:11])[CH2:13][OH:14])=[CH:26][CH:27]=1)([O-:3])=[O:2]. (3) Given the reactants [C:1]([CH:4]([CH2:16][C:17]([CH3:19])=[CH2:18])[C:5]([NH:7][CH2:8][CH2:9][C:10]1[CH:15]=[CH:14][CH:13]=[CH:12][CH:11]=1)=[O:6])(=[O:3])[CH3:2].CCO, predict the reaction product. The product is: [C:1]([CH:4]([CH2:16][CH:17]([CH3:19])[CH3:18])[C:5]([NH:7][CH2:8][CH2:9][C:10]1[CH:11]=[CH:12][CH:13]=[CH:14][CH:15]=1)=[O:6])(=[O:3])[CH3:2]. (4) Given the reactants ClC1C=CC(N[C@@H](C)C(O)=O)=CC=1OC(F)(F)F.C([Si](C)(C)O[C@@H]1CN(CCCNCC(OC)OC)CCC21CC2)(C)(C)C.C([Si](C)(C)[O:50][C@@H:51]1[CH2:58][N:57]([CH2:59][CH2:60][CH2:61][N:62]([CH2:80][CH:81](OC)OC)[C:63](=[O:79])[C@@H:64]([NH:66][C:67]2[CH:72]=[CH:71][C:70]([Cl:73])=[C:69]([O:74][C:75]([F:78])([F:77])[F:76])[CH:68]=2)[CH3:65])[CH2:56][CH2:55][C:52]21[CH2:54][CH2:53]2)(C)(C)C.C([Si](C)(C)O[C@@H]1CN(CCCN2CCN(C3C=CC(Cl)=C(OC(F)(F)F)C=3)[C@@H](C)C2=O)CCC21CC2)(C)(C)C, predict the reaction product. The product is: [Cl:73][C:70]1[CH:71]=[CH:72][C:67]([N:66]2[CH2:81][CH2:80][N:62]([CH2:61][CH2:60][CH2:59][N:57]3[CH2:56][CH2:55][C:52]4([CH2:53][CH2:54]4)[C@H:51]([OH:50])[CH2:58]3)[C:63](=[O:79])[C@@H:64]2[CH3:65])=[CH:68][C:69]=1[O:74][C:75]([F:77])([F:76])[F:78]. (5) Given the reactants [C:1]1(C)[CH:6]=CC=C[CH:2]=1.[CH3:8][O:9][C:10](=[O:27])[C:11]1[CH:16]=[CH:15][C:14](OS(C(F)(F)F)(=O)=O)=[C:13]([C:25]#[N:26])[CH:12]=1.C(=O)([O-])[O-].[Cs+].[Cs+], predict the reaction product. The product is: [CH3:8][O:9][C:10](=[O:27])[C:11]1[CH:16]=[CH:15][C:14]([C:1]([CH3:6])=[CH2:2])=[C:13]([C:25]#[N:26])[CH:12]=1. (6) Given the reactants CS(O[CH2:6][CH2:7][CH2:8][C:9]1[CH:10]=[CH:11][C:12]2[C:13]3[N:22]([CH2:23][C:24]([OH:27])([CH3:26])[CH3:25])[C:21]([CH2:28][O:29][CH2:30][CH3:31])=[N:20][C:14]=3[C:15]([NH2:19])=[N:16][C:17]=2[CH:18]=1)(=O)=O.[NH:32]1[CH2:37][CH2:36][O:35][CH2:34][CH2:33]1, predict the reaction product. The product is: [NH2:19][C:15]1[C:14]2[N:20]=[C:21]([CH2:28][O:29][CH2:30][CH3:31])[N:22]([CH2:23][C:24]([CH3:25])([OH:27])[CH3:26])[C:13]=2[C:12]2[CH:11]=[CH:10][C:9]([CH2:8][CH2:7][CH2:6][N:32]3[CH2:37][CH2:36][O:35][CH2:34][CH2:33]3)=[CH:18][C:17]=2[N:16]=1. (7) The product is: [CH2:25]([SiH:24]([CH2:27][CH3:28])[C:14]1[N:13]([CH2:12][O:11][CH2:10][CH2:9][Si:8]([CH3:23])([CH3:22])[CH3:7])[C:21]2[C:16]([CH:15]=1)=[CH:17][CH:18]=[CH:19][CH:20]=2)[CH3:26]. Given the reactants CC([O-])(C)C.[K+].[CH3:7][Si:8]([CH3:23])([CH3:22])[CH2:9][CH2:10][O:11][CH2:12][N:13]1[C:21]2[C:16](=[CH:17][CH:18]=[CH:19][CH:20]=2)[CH:15]=[CH:14]1.[SiH2:24]([CH2:27][CH3:28])[CH2:25][CH3:26], predict the reaction product. (8) Given the reactants [Cl:1][C:2]1[CH:7]=[CH:6][C:5]([C:8]([C:10]2[C:11]([SH:16])=[N:12][CH:13]=[CH:14][CH:15]=2)=O)=[CH:4][CH:3]=1.Cl[CH2:18][C:19]([CH2:21][C:22]1[CH:27]=[CH:26][C:25]([F:28])=[CH:24][CH:23]=1)=[O:20].C(=O)([O-])O.[Na+], predict the reaction product. The product is: [Cl:1][C:2]1[CH:7]=[CH:6][C:5]([C:8]2[C:10]3[C:11](=[N:12][CH:13]=[CH:14][CH:15]=3)[S:16][C:18]=2[C:19](=[O:20])[CH2:21][C:22]2[CH:27]=[CH:26][C:25]([F:28])=[CH:24][CH:23]=2)=[CH:4][CH:3]=1. (9) Given the reactants [CH3:1][CH:2]([CH3:8])[C@H:3]([NH:6][CH3:7])[CH2:4][OH:5].[F:9][C:10]1[CH:18]=[CH:17][C:13]([C:14](Cl)=[O:15])=[CH:12][C:11]=1[CH3:19].O, predict the reaction product. The product is: [F:9][C:10]1[CH:18]=[CH:17][C:13]([C:14]([N:6]([C@@H:3]([CH:2]([CH3:8])[CH3:1])[CH2:4][OH:5])[CH3:7])=[O:15])=[CH:12][C:11]=1[CH3:19].